From a dataset of Reaction yield outcomes from USPTO patents with 853,638 reactions. Predict the reaction yield, written as a fraction of the theoretical maximum amount of product (1.0 means a 100% yield; for example, 0.34 means a 34% yield). (1) The reactants are [O:1]1[CH2:6][CH2:5][N:4]([CH2:7][CH2:8][OH:9])[CH2:3][CH2:2]1.[Cl:10][C:11]1[CH:12]=[C:13]([CH:26]=[CH:27][C:28]=1[O:29][CH2:30][C:31]1[CH:36]=[CH:35][CH:34]=[C:33]([F:37])[CH:32]=1)[NH:14][C:15]1[C:24]2[C:19](=[CH:20][CH:21]=[CH:22][C:23]=2F)[N:18]=[CH:17][N:16]=1. No catalyst specified. The product is [Cl:10][C:11]1[CH:12]=[C:13]([CH:26]=[CH:27][C:28]=1[O:29][CH2:30][C:31]1[CH:36]=[CH:35][CH:34]=[C:33]([F:37])[CH:32]=1)[NH:14][C:15]1[C:24]2[C:19](=[CH:20][CH:21]=[CH:22][C:23]=2[O:9][CH2:8][CH2:7][N:4]2[CH2:5][CH2:6][O:1][CH2:2][CH2:3]2)[N:18]=[CH:17][N:16]=1. The yield is 0.250. (2) The reactants are [Cl:1][CH2:2][C:3]1[CH:4]=[C:5]([CH:9]=[CH:10][CH:11]=1)[C:6](Cl)=[O:7].C[CH2:13][N:14](CC)[CH2:15]C.CNC.O. The catalyst is C1COCC1. The product is [Cl:1][CH2:2][C:3]1[CH:4]=[C:5]([CH:9]=[CH:10][CH:11]=1)[C:6]([N:14]([CH3:15])[CH3:13])=[O:7]. The yield is 0.980. (3) The reactants are [C:1]1([C@H:7]([NH2:9])[CH3:8])[CH:6]=[CH:5][CH:4]=[CH:3][CH:2]=1.Br[CH2:11][C:12]#[N:13]. The catalyst is CC#N. The product is [C:1]1([C@H:7]([NH:9][CH2:11][C:12]#[N:13])[CH3:8])[CH:6]=[CH:5][CH:4]=[CH:3][CH:2]=1. The yield is 0.980. (4) The reactants are [F:1][C:2]1[CH:7]=[CH:6][C:5]([N:8]2[C:12]([C:13]3[CH:23]=[CH:22][C:16]4[O:17][CH2:18][C:19](=[O:21])[NH:20][C:15]=4[CH:14]=3)=[CH:11][C:10]([CH2:24]O)=[N:9]2)=[CH:4][CH:3]=1.C(N(S(F)(F)[F:32])CC)C. The catalyst is C(Cl)Cl. The product is [F:32][CH2:24][C:10]1[CH:11]=[C:12]([C:13]2[CH:23]=[CH:22][C:16]3[O:17][CH2:18][C:19](=[O:21])[NH:20][C:15]=3[CH:14]=2)[N:8]([C:5]2[CH:4]=[CH:3][C:2]([F:1])=[CH:7][CH:6]=2)[N:9]=1. The yield is 0.570. (5) The reactants are [CH2:1]([N:5]1[C:14]2[CH2:13][CH2:12][CH2:11][CH2:10][C:9]=2[CH:8]=[C:7](C=O)[C:6]1=[O:17])[CH2:2][CH2:3][CH3:4].ClC1C=CC=C(C(OO)=[O:26])C=1.S([O-])([O-])(=O)=S.[Na+].[Na+].[OH-].[Na+].Cl. The catalyst is C(Cl)Cl. The product is [CH2:1]([N:5]1[C:14]2[CH2:13][CH2:12][CH2:11][CH2:10][C:9]=2[CH:8]=[C:7]([OH:26])[C:6]1=[O:17])[CH2:2][CH2:3][CH3:4]. The yield is 0.540.